This data is from Catalyst prediction with 721,799 reactions and 888 catalyst types from USPTO. The task is: Predict which catalyst facilitates the given reaction. Reactant: I[C:2]1[C:7]([O:8][CH2:9][C:10]([F:13])([F:12])[F:11])=[CH:6][C:5]([NH2:14])=[C:4]([N+:15]([O-:17])=[O:16])[CH:3]=1.[CH3:18][C:19]([O:22][C:23]([O:25]C(OC(C)(C)C)=O)=O)([CH3:21])[CH3:20].C(O)([C:35]([F:38])([F:37])[F:36])=O. Product: [C:19]([O:22][C:23](=[O:25])[NH:14][C:5]1[CH:6]=[C:7]([O:8][CH2:9][C:10]([F:13])([F:12])[F:11])[C:2]([C:35]([F:38])([F:37])[F:36])=[CH:3][C:4]=1[N+:15]([O-:17])=[O:16])([CH3:21])([CH3:20])[CH3:18]. The catalyst class is: 2.